This data is from Forward reaction prediction with 1.9M reactions from USPTO patents (1976-2016). The task is: Predict the product of the given reaction. (1) Given the reactants FC(F)(F)C([O-])=O.[C:8]([O:11][C@@:12]1([CH2:44][CH3:45])[C:17]2[CH:18]=[C:19]3[N:27]([C:28](=[O:29])[C:16]=2[CH2:15][O:14][C:13]1=[O:43])[CH2:26][C:25]1[C:24]([CH2:30][CH2:31][Si:32]([CH3:38])([CH3:37])[CH2:33][CH2:34][CH2:35][NH3+:36])=[C:23]2[CH:39]=[CH:40][CH:41]=[CH:42][C:22]2=[N:21][C:20]3=1)(=[O:10])[CH3:9].[CH3:46][N:47]([CH3:51])[C:48](Cl)=[O:49], predict the reaction product. The product is: [CH3:46][N:47]([CH3:51])[C:48](=[O:49])[NH:36][CH2:35][CH2:34][CH2:33][Si:32]([CH3:37])([CH3:38])[CH2:31][CH2:30][C:24]1[C:25]2[CH2:26][N:27]3[C:19](=[CH:18][C:17]4[C@@:12]([O:11][C:8](=[O:10])[CH3:9])([CH2:44][CH3:45])[C:13](=[O:43])[O:14][CH2:15][C:16]=4[C:28]3=[O:29])[C:20]=2[N:21]=[C:22]2[CH:42]=[CH:41][CH:40]=[CH:39][C:23]=12. (2) The product is: [Cl:1][C:2]1[CH:3]=[CH:4][C:5]([CH2:8][C:9]2[S:10][CH:15]=[C:14]([CH2:13][Cl:12])[N:11]=2)=[CH:6][CH:7]=1. Given the reactants [Cl:1][C:2]1[CH:7]=[CH:6][C:5]([CH2:8][C:9]([NH2:11])=[S:10])=[CH:4][CH:3]=1.[Cl:12][CH:13](Cl)[C:14](=O)[CH3:15].C(=O)([O-])O.[Na+], predict the reaction product. (3) Given the reactants [Br:1][C:2]1[CH:7]=[CH:6][C:5]([F:8])=[CH:4][C:3]=1[N:9]1[CH:13]=[C:12]([Si](C)(C)C)[N:11]=[N:10]1.[F-].C([N+](CCCC)(CCCC)CCCC)CCC, predict the reaction product. The product is: [Br:1][C:2]1[CH:7]=[CH:6][C:5]([F:8])=[CH:4][C:3]=1[N:9]1[CH:13]=[CH:12][N:11]=[N:10]1. (4) Given the reactants [OH:1][C:2]1[CH:10]=[CH:9][C:5]([C:6]([OH:8])=[O:7])=[CH:4][CH:3]=1.[CH2:11]1[CH2:15][O:14][CH2:13][CH2:12]1.[CH3:16][OH:17], predict the reaction product. The product is: [OH:14][C:3]1[CH:4]=[C:5]([CH:9]=[CH:10][CH:2]=1)[C:6]([OH:8])=[O:7].[OH:17][C:16]1[CH:10]=[C:2]([OH:1])[CH:3]=[CH:4][C:5]=1[C:6]([OH:8])=[O:7].[OH:17][C:13]1[CH:12]=[CH:11][C:15]([OH:14])=[CH:4][C:5]=1[C:6]([OH:8])=[O:7]. (5) Given the reactants ClC(Cl)(OC(=O)OC(Cl)(Cl)Cl)Cl.[N:13]1([C:19]([C:21]2[NH:25][C:24]([CH2:26][C:27]([OH:29])=[O:28])=[CH:23][CH:22]=2)=[O:20])[CH2:18][CH2:17][O:16][CH2:15][CH2:14]1.[CH2:30](OC(=O)CC1NC=CC=1)[CH3:31].N1CCOCC1.CCN(CC)CC, predict the reaction product. The product is: [CH2:30]([O:28][C:27](=[O:29])[CH2:26][C:24]1[NH:25][C:21]([C:19]([N:13]2[CH2:18][CH2:17][O:16][CH2:15][CH2:14]2)=[O:20])=[CH:22][CH:23]=1)[CH3:31]. (6) Given the reactants [N:1](OC(C)(C)C)=[O:2].N1C=CC=CC=1.[CH2:14]([O:16][C:17](=[O:27])[CH2:18][C:19]1[C:20](=[O:26])[NH:21][CH2:22][CH2:23][C:24]=1[CH3:25])[CH3:15], predict the reaction product. The product is: [CH2:14]([O:16][C:17](=[O:27])[CH2:18][C:19]1[C:20](=[O:26])[N:21]([N:1]=[O:2])[CH2:22][CH2:23][C:24]=1[CH3:25])[CH3:15]. (7) Given the reactants [O:1]=[C:2]1[CH2:10][CH2:9][CH2:8][C:7]2[NH:6][CH:5]=[C:4]([CH2:11][CH2:12][C:13]([OH:15])=O)[C:3]1=2.ON1C2C=CC=CC=2N=N1.C(N(CC)C(C)C)(C)C.[N:35]1([C:41]([O:43][C:44]([CH3:47])([CH3:46])[CH3:45])=[O:42])[CH2:40][CH2:39][NH:38][CH2:37][CH2:36]1, predict the reaction product. The product is: [C:44]([O:43][C:41]([N:35]1[CH2:40][CH2:39][N:38]([C:13](=[O:15])[CH2:12][CH2:11][C:4]2[C:3]3[C:2](=[O:1])[CH2:10][CH2:9][CH2:8][C:7]=3[NH:6][CH:5]=2)[CH2:37][CH2:36]1)=[O:42])([CH3:47])([CH3:45])[CH3:46].